Task: Predict the reactants needed to synthesize the given product.. Dataset: Full USPTO retrosynthesis dataset with 1.9M reactions from patents (1976-2016) (1) Given the product [NH2:10][C:4]1[CH:5]=[CH:6][C:7]([C:8]#[N:9])=[C:2]([Cl:1])[C:3]=1[CH3:14], predict the reactants needed to synthesize it. The reactants are: [Cl:1][C:2]1[C:3]([CH3:14])=[C:4]([NH:10]C(=O)C)[CH:5]=[CH:6][C:7]=1[C:8]#[N:9]. (2) Given the product [F:17][C:3]1[CH:2]=[CH:1][CH:6]=[C:5]([F:7])[C:4]=1[CH2:8][N:9]1[CH:10]=[C:11]([C:14]([OH:33])=[O:15])[N:12]=[N:13]1.[F:18][C:19]1[CH:28]=[CH:27][CH:26]=[C:25]([F:29])[C:20]=1[CH2:21][N:22]1[C:31]([C:30]([OH:34])=[O:33])=[CH:32][N:24]=[N:23]1, predict the reactants needed to synthesize it. The reactants are: [CH:1]1[CH:2]=[C:3]([F:17])[C:4]([CH2:8][N:9]2[N:13]=[N:12][C:11]([C:14](N)=[O:15])=[CH:10]2)=[C:5]([F:7])[CH:6]=1.[F:18][C:19]1[CH:28]=[CH:27][CH:26]=[C:25]([F:29])[C:20]=1[CH2:21][N:22]=[N+:23]=[N-:24].[C:30]([OH:34])(=[O:33])[C:31]#[CH:32].